Dataset: Full USPTO retrosynthesis dataset with 1.9M reactions from patents (1976-2016). Task: Predict the reactants needed to synthesize the given product. (1) Given the product [Cl:1][C:2]1[C:3]2[N:17]=[C:18]([NH:19][C:20]3[CH:25]=[CH:24][C:23]([Cl:26])=[CH:22][C:21]=3[C:27]([F:30])([F:29])[F:28])[N:12]([CH2:13][CH2:14][CH2:15][OH:16])[C:4]=2[C:5]([C:6]([O:8][CH3:9])=[O:7])=[CH:10][CH:11]=1, predict the reactants needed to synthesize it. The reactants are: [Cl:1][C:2]1[CH:11]=[CH:10][C:5]([C:6]([O:8][CH3:9])=[O:7])=[C:4]([NH:12][CH2:13][CH2:14][CH2:15][OH:16])[C:3]=1[NH:17][C:18](=S)[NH:19][C:20]1[CH:25]=[CH:24][C:23]([Cl:26])=[CH:22][C:21]=1[C:27]([F:30])([F:29])[F:28].Cl.C(N=C=NCCCN(C)C)C.C(N(CC)CC)C. (2) Given the product [Br:42][CH2:14][C:13]1[N:12]([C:15]2[CH:16]=[CH:17][C:18]([N+:21]([O-:23])=[O:22])=[CH:19][CH:20]=2)[N:11]=[C:10]2[C:9]=1[C:8](=[O:24])[N:7]([C:25]1[N:26]=[N:27][C:28]([O:31][CH3:32])=[CH:29][CH:30]=1)[C:6](=[O:33])[N:5]2[CH2:4][C:3]1[C:34]([C:38]([F:39])([F:41])[F:40])=[CH:35][CH:36]=[CH:37][C:2]=1[F:1], predict the reactants needed to synthesize it. The reactants are: [F:1][C:2]1[CH:37]=[CH:36][CH:35]=[C:34]([C:38]([F:41])([F:40])[F:39])[C:3]=1[CH2:4][N:5]1[C:10]2=[N:11][N:12]([C:15]3[CH:20]=[CH:19][C:18]([N+:21]([O-:23])=[O:22])=[CH:17][CH:16]=3)[C:13]([CH3:14])=[C:9]2[C:8](=[O:24])[N:7]([C:25]2[N:26]=[N:27][C:28]([O:31][CH3:32])=[CH:29][CH:30]=2)[C:6]1=[O:33].[Br:42]N1C(=O)CCC1=O. (3) Given the product [Cl:3][C:4]1[CH:5]=[CH:6][C:7]([O:8][C:9]2[CH:14]=[CH:13][CH:12]=[CH:11][C:10]=2[C:15](=[CH:22][OH:23])[C:16]([O:18][CH3:19])=[O:17])=[CH:20][CH:21]=1, predict the reactants needed to synthesize it. The reactants are: [H-].[Na+].[Cl:3][C:4]1[CH:21]=[CH:20][C:7]([O:8][C:9]2[CH:14]=[CH:13][CH:12]=[CH:11][C:10]=2[CH2:15][C:16]([O:18][CH3:19])=[O:17])=[CH:6][CH:5]=1.[CH:22](OC)=[O:23].Cl. (4) The reactants are: [CH3:1][NH:2][C:3](=[O:23])[C:4]1[CH:9]=[C:8]([O:10][C:11]2[CH:22]=[CH:21][C:14]3[N:15]=[C:16](S(C)=O)[S:17][C:13]=3[CH:12]=2)[CH:7]=[CH:6][N:5]=1.[NH2:24][C@H:25]1[CH2:30][CH2:29][CH2:28][N:27]([C:31]([O:33][C:34]([CH3:37])([CH3:36])[CH3:35])=[O:32])[CH2:26]1. Given the product [CH3:1][NH:2][C:3]([C:4]1[CH:9]=[C:8]([O:10][C:11]2[CH:22]=[CH:21][C:14]3[N:15]=[C:16]([NH:24][C@H:25]4[CH2:30][CH2:29][CH2:28][N:27]([C:31]([O:33][C:34]([CH3:37])([CH3:36])[CH3:35])=[O:32])[CH2:26]4)[S:17][C:13]=3[CH:12]=2)[CH:7]=[CH:6][N:5]=1)=[O:23], predict the reactants needed to synthesize it. (5) Given the product [NH2:1][C:4]1[C:5]([NH:13][CH:14]2[CH2:19][CH2:18][N:17]([C:20]([O:22][C:23]([CH3:26])([CH3:25])[CH3:24])=[O:21])[CH2:16][CH2:15]2)=[C:6]2[S:12][CH:11]=[CH:10][C:7]2=[N:8][CH:9]=1, predict the reactants needed to synthesize it. The reactants are: [N+:1]([C:4]1[C:5]([NH:13][CH:14]2[CH2:19][CH2:18][N:17]([C:20]([O:22][C:23]([CH3:26])([CH3:25])[CH3:24])=[O:21])[CH2:16][CH2:15]2)=[C:6]2[S:12][CH:11]=[CH:10][C:7]2=[N:8][CH:9]=1)([O-])=O. (6) Given the product [OH:6][C:5]1[C:7]2[N:8]([CH:9]=[CH:10][CH:11]=2)[N:12]([CH2:13][CH2:14][CH:15]([CH3:16])[CH3:17])[C:34](=[O:35])[C:33]=1[C:28]1[NH:27][C:26]2[CH:37]=[CH:38][C:23]([N:22]([CH3:39])[S:19]([CH3:18])(=[O:21])=[O:20])=[CH:24][C:25]=2[S:30](=[O:31])(=[O:32])[CH:29]=1, predict the reactants needed to synthesize it. The reactants are: C(O[C:5]([C:7]1[N:8]([NH:12][CH2:13][CH2:14][CH:15]([CH3:17])[CH3:16])[CH:9]=[CH:10][CH:11]=1)=[O:6])C=C.[CH3:18][S:19]([N:22]([CH3:39])[C:23]1[CH:38]=[CH:37][C:26]2[NH:27][C:28]([CH2:33][C:34](O)=[O:35])=[CH:29][S:30](=[O:32])(=[O:31])[C:25]=2[CH:24]=1)(=[O:21])=[O:20].[O-]CC.[Na+].C(O)C. (7) Given the product [OH:1][C@@H:2]1[CH2:11][C:6]2([CH2:7][CH2:8][CH2:9][CH2:10]2)[C@@H:5]([C:12]([OH:14])=[O:13])[C:4]([CH3:17])=[CH:3]1, predict the reactants needed to synthesize it. The reactants are: [OH:1][C@@H:2]1[CH2:11][C:6]2([CH2:10][CH2:9][CH2:8][CH2:7]2)[C@@H:5]([C:12]([O:14]CC)=[O:13])[C:4]([CH3:17])=[CH:3]1.[OH-].[K+].[OH-].[Na+]. (8) Given the product [Cl:1][C:2]1[CH:3]=[CH:4][C:5]([O:25][CH:26]([F:27])[F:28])=[C:6]([C:8]2[C:13]([O:14][CH3:15])=[CH:12][N:11]([CH:16]([CH2:20][CH2:21][O:22][CH3:23])[C:17]([NH:29][C:30]3[CH:39]=[CH:38][C:33]4[NH:34][C:35](=[O:37])[NH:36][C:32]=4[CH:31]=3)=[O:18])[C:10](=[O:24])[CH:9]=2)[CH:7]=1, predict the reactants needed to synthesize it. The reactants are: [Cl:1][C:2]1[CH:3]=[CH:4][C:5]([O:25][CH:26]([F:28])[F:27])=[C:6]([C:8]2[C:13]([O:14][CH3:15])=[CH:12][N:11]([CH:16]([CH2:20][CH2:21][O:22][CH3:23])[C:17](O)=[O:18])[C:10](=[O:24])[CH:9]=2)[CH:7]=1.[NH2:29][C:30]1[CH:39]=[CH:38][C:33]2=[N:34][C:35](=[O:37])[N:36]=[C:32]2[CH:31]=1. (9) Given the product [NH:1]([C:8]1[N:9]([C:21]2[CH:26]=[CH:25][CH:24]=[CH:23][CH:22]=2)[C:10]2[C:15]([C:16](=[O:18])[CH:17]=1)=[C:14]([CH3:27])[N:13]=[C:12]([CH3:20])[CH:11]=2)[C:2]1[CH:7]=[CH:6][CH:5]=[CH:4][CH:3]=1, predict the reactants needed to synthesize it. The reactants are: [NH:1]([C:8]1[N:9]([C:21]2[CH:26]=[CH:25][CH:24]=[CH:23][CH:22]=2)[C:10]2[C:15]([C:16](=[O:18])[CH:17]=1)=[C:14](Cl)[N:13]=[C:12]([CH3:20])[CH:11]=2)[C:2]1[CH:7]=[CH:6][CH:5]=[CH:4][CH:3]=1.[CH3:27][Mg+].[Br-].